Dataset: Forward reaction prediction with 1.9M reactions from USPTO patents (1976-2016). Task: Predict the product of the given reaction. The product is: [CH3:11][C:9]1[CH:10]=[C:5]([PH:13](=[O:20])[C:5]2[CH:10]=[C:9]([CH3:11])[CH:8]=[C:7]([CH3:12])[CH:6]=2)[CH:6]=[C:7]([CH3:12])[CH:8]=1. Given the reactants [Mg].II.Br[C:5]1[CH:6]=[C:7]([CH3:12])[CH:8]=[C:9]([CH3:11])[CH:10]=1.[P:13]([O-:20])(OCC)OCC.Cl, predict the reaction product.